Dataset: Forward reaction prediction with 1.9M reactions from USPTO patents (1976-2016). Task: Predict the product of the given reaction. (1) Given the reactants [Si]([O:8][C@@H:9]1[CH2:13][N:12](C(OC(C)(C)C)=O)[C@H:11]([CH2:21][O:22][C:23]2[CH:32]=[C:31]([O:33][CH3:34])[CH:30]=[C:29]3[C:24]=2[C:25]([NH:35][C:36]2[CH:41]=[CH:40][C:39]([F:42])=[C:38]([Cl:43])[CH:37]=2)=[N:26][CH:27]=[N:28]3)[CH2:10]1)(C(C)(C)C)(C)C.C(#N)C, predict the reaction product. The product is: [Cl:43][C:38]1[CH:37]=[C:36]([CH:41]=[CH:40][C:39]=1[F:42])[NH:35][C:25]1[C:24]2[C:29](=[CH:30][C:31]([O:33][CH3:34])=[CH:32][C:23]=2[O:22][CH2:21][C@H:11]2[NH:12][CH2:13][C@@H:9]([OH:8])[CH2:10]2)[N:28]=[CH:27][N:26]=1. (2) Given the reactants Cl[C:2]1[CH:11]=[CH:10][C:9]2[C:4](=[CH:5][CH:6]=[C:7](Cl)[CH:8]=2)[N:3]=1.[CH3:13][O:14][C:15]1[CH:22]=[CH:21][CH:20]=[CH:19][C:16]=1[CH2:17][NH2:18].[CH3:23][O:24][CH2:25][CH2:26][O:27][CH2:28][C:29]1[CH:30]=[C:31]([CH:34]=[CH:35][CH:36]=1)[CH2:32][NH2:33], predict the reaction product. The product is: [CH3:13][O:14][C:15]1[CH:22]=[CH:21][CH:20]=[CH:19][C:16]=1[CH2:17][NH:18][C:2]1[CH:11]=[CH:10][C:9]2[C:4](=[CH:5][CH:6]=[C:7]([NH:33][CH2:32][C:31]3[CH:34]=[CH:35][CH:36]=[C:29]([CH2:28][O:27][CH2:26][CH2:25][O:24][CH3:23])[CH:30]=3)[CH:8]=2)[N:3]=1.